From a dataset of Experimental lipophilicity measurements (octanol/water distribution) for 4,200 compounds from AstraZeneca. Regression/Classification. Given a drug SMILES string, predict its absorption, distribution, metabolism, or excretion properties. Task type varies by dataset: regression for continuous measurements (e.g., permeability, clearance, half-life) or binary classification for categorical outcomes (e.g., BBB penetration, CYP inhibition). For this dataset (lipophilicity_astrazeneca), we predict Y. (1) The drug is CN(C)C(=O)N[C@H]1CC[C@H](CCN2CCN(c3cccc(Cl)c3Cl)CC2)CC1. The Y is 3.60 logD. (2) The drug is CSc1ccc(OCc2ccccc2)c(/C=C/c2ccc(C(=O)O)cn2)c1. The Y is 2.45 logD. (3) The compound is O=c1c(-c2ccc(O)cc2)coc2cc(O)ccc12. The Y is 2.46 logD. (4) The drug is COc1cc2ncnc(Oc3cnn(CC(=O)Nc4ccc(N(C)C)cn4)c3)c2cc1OC. The Y is 2.36 logD. (5) The drug is O=S(=O)(NCC(c1ccccc1)N1CCCCCC1)c1ccc(F)c(F)c1. The Y is 2.84 logD. (6) The drug is O=C(Nc1ccc(S(=O)(=O)N2CCOCC2)cc1)c1cc(Cl)ccc1NS(=O)(=O)c1ccc(Cl)s1. The Y is 3.02 logD. (7) The compound is CC(C)Oc1cc(OCCCN2CCCC2)cc2ncnc(Nc3c(Cl)ccc4c3OCO4)c12. The Y is 3.10 logD.